From a dataset of Reaction yield outcomes from USPTO patents with 853,638 reactions. Predict the reaction yield, written as a fraction of the theoretical maximum amount of product (1.0 means a 100% yield; for example, 0.34 means a 34% yield). (1) The reactants are [CH:1]1([Mg]Br)[CH2:3][CH2:2]1.Br[C:7]1[CH:12]=[CH:11][C:10]([CH2:13][C:14]#[N:15])=[CH:9][CH:8]=1. The catalyst is C1COCC1.[Cl-].[Zn+2].[Cl-]. The product is [CH:1]1([C:7]2[CH:12]=[CH:11][C:10]([CH2:13][C:14]#[N:15])=[CH:9][CH:8]=2)[CH2:3][CH2:2]1. The yield is 0.660. (2) The reactants are [Cl:1][C:2]1[N:7]=[C:6]([N:8]([CH2:16][CH2:17][CH:18]([CH3:20])[CH3:19])[C:9]([CH3:15])([C:11](OC)=[O:12])[CH3:10])[C:5]([N+:21]([O-])=O)=[CH:4][N:3]=1.Cl. The product is [Cl:1][C:2]1[N:3]=[CH:4][C:5]2[NH:21][C:11](=[O:12])[C:9]([CH3:15])([CH3:10])[N:8]([CH2:16][CH2:17][CH:18]([CH3:20])[CH3:19])[C:6]=2[N:7]=1. The yield is 0.650. The catalyst is C(O)C.[Fe]. (3) The reactants are P(Cl)(Cl)(Cl)=O.[O:6]1[CH2:11][CH2:10][N:9]([C:12]2[CH:17]=[C:16]([N:18]3[CH2:23][CH2:22][O:21][CH2:20][CH2:19]3)[N:15]=[C:14]([N:24]3[CH2:29][CH2:28][N:27]([C:30]4[CH:35]=[CH:34][CH:33]=[CH:32][CH:31]=4)[CH2:26][CH2:25]3)[N:13]=2)[CH2:8][CH2:7]1.[OH-].[Na+].[C:38](OCC)(=[O:40])C. The yield is 0.800. The catalyst is CN(C)C=O. The product is [O:6]1[CH2:11][CH2:10][N:9]([C:12]2[C:17]([CH:38]=[O:40])=[C:16]([N:18]3[CH2:23][CH2:22][O:21][CH2:20][CH2:19]3)[N:15]=[C:14]([N:24]3[CH2:25][CH2:26][N:27]([C:30]4[CH:35]=[CH:34][CH:33]=[CH:32][CH:31]=4)[CH2:28][CH2:29]3)[N:13]=2)[CH2:8][CH2:7]1. (4) The reactants are [NH2:1][C:2]1[CH:7]=[CH:6][C:5]([Br:8])=[CH:4][N:3]=1.[CH3:9][C:10]1([CH3:23])[O:22][C:14]2[C:15]([CH3:21])=[N:16][CH:17]=[C:18]([CH:19]=O)[C:13]=2[CH2:12][O:11]1. No catalyst specified. The product is [Br:8][C:5]1[CH:6]=[CH:7][C:2]([NH:1][CH2:19][C:18]2[CH:17]=[N:16][C:15]([CH3:21])=[C:14]3[O:22][C:10]([CH3:23])([CH3:9])[O:11][CH2:12][C:13]=23)=[N:3][CH:4]=1. The yield is 0.200. (5) The reactants are [NH:1](C(OCC1C=CC=CC=1)=O)[C@H:2]([C:6]([N:8]1[CH2:29][CH2:28][CH2:27][C@H:9]1[C:10]([NH:12][C@H:13]([C:17]([N:19]1[CH2:26][CH2:25][CH2:24][C@H:20]1[C:21]([OH:23])=[O:22])=[O:18])[CH:14]([CH3:16])[CH3:15])=[O:11])=[O:7])[CH:3]([CH3:5])[CH3:4].[CH:40]1[C:46]([NH2:47])=[N:45][C:43](=[O:44])[N:42]([C@@H:48]2[O:52][C@H:51]([CH2:53][OH:54])[C@@H:50]([OH:55])[C@@H:49]2[OH:56])[CH:41]=1. The catalyst is CO.[Pd]. The product is [NH2:1][C@H:2]([C:6]([N:8]1[CH2:29][CH2:28][CH2:27][C@H:9]1[C:10]([NH:12][C@H:13]([C:17]([N:19]1[CH2:26][CH2:25][CH2:24][C@H:20]1[C:21]([OH:23])=[O:22])=[O:18])[CH:14]([CH3:16])[CH3:15])=[O:11])=[O:7])[CH:3]([CH3:5])[CH3:4].[CH:40]1[C:46]([NH2:47])=[N:45][C:43](=[O:44])[N:42]([C@@H:48]2[O:52][C@H:51]([CH2:53][OH:54])[C@@H:50]([OH:55])[C@@H:49]2[OH:56])[CH:41]=1. The yield is 0.900. (6) The catalyst is C1COCC1.O. The yield is 0.860. The reactants are O.[OH-].[Li+].C[O:5][C:6](=[O:37])[CH2:7][C:8]1[C:17]([CH3:18])=[C:16]([C:19]2[CH:24]=[CH:23][C:22]([S:25]([C:28]3[CH:33]=[C:32]([Cl:34])[CH:31]=[CH:30][C:29]=3[Cl:35])(=[O:27])=[O:26])=[CH:21][CH:20]=2)[C:15]2[C:10](=[CH:11][CH:12]=[C:13]([Cl:36])[CH:14]=2)[CH:9]=1. The product is [Cl:36][C:13]1[CH:14]=[C:15]2[C:10](=[CH:11][CH:12]=1)[CH:9]=[C:8]([CH2:7][C:6]([OH:37])=[O:5])[C:17]([CH3:18])=[C:16]2[C:19]1[CH:20]=[CH:21][C:22]([S:25]([C:28]2[CH:33]=[C:32]([Cl:34])[CH:31]=[CH:30][C:29]=2[Cl:35])(=[O:26])=[O:27])=[CH:23][CH:24]=1.